From a dataset of Forward reaction prediction with 1.9M reactions from USPTO patents (1976-2016). Predict the product of the given reaction. (1) Given the reactants C(OC(=O)[NH:7][C:8]1[C:13]([C:14]([C:16]2[C:21]([N:22]([S:26]([C:29]3[CH:34]=[CH:33][C:32]([Cl:35])=[C:31]([C:36]([F:39])([F:38])[F:37])[CH:30]=3)(=[O:28])=[O:27])COC)=[CH:20][C:19]([Cl:40])=[CH:18][N:17]=2)=[O:15])=[CH:12][CH:11]=[CH:10][N:9]=1)(C)(C)C.O, predict the reaction product. The product is: [NH2:7][C:8]1[C:13]([C:14]([C:16]2[C:21]([NH:22][S:26]([C:29]3[CH:34]=[CH:33][C:32]([Cl:35])=[C:31]([C:36]([F:39])([F:38])[F:37])[CH:30]=3)(=[O:28])=[O:27])=[CH:20][C:19]([Cl:40])=[CH:18][N:17]=2)=[O:15])=[CH:12][CH:11]=[CH:10][N:9]=1. (2) Given the reactants [CH2:1]([O:3][P:4](=[O:38])([O:35][CH2:36][CH3:37])[O:5][CH2:6][CH2:7][N:8]1[CH2:13][CH2:12][N:11]([C:14]2[N:15]([C:25]3[CH:30]=[CH:29][C:28]([C:31]([CH3:34])([CH3:33])[CH3:32])=[CH:27][CH:26]=3)[C:16]3[C:21]([C:22]=2[CH:23]=[O:24])=[CH:20][CH:19]=[CH:18][CH:17]=3)[CH2:10][CH2:9]1)[CH3:2].[ClH:39], predict the reaction product. The product is: [ClH:39].[CH2:1]([O:3][P:4](=[O:38])([O:35][CH2:36][CH3:37])[O:5][CH2:6][CH2:7][N:8]1[CH2:9][CH2:10][N:11]([C:14]2[N:15]([C:25]3[CH:26]=[CH:27][C:28]([C:31]([CH3:32])([CH3:33])[CH3:34])=[CH:29][CH:30]=3)[C:16]3[C:21]([C:22]=2[CH:23]=[O:24])=[CH:20][CH:19]=[CH:18][CH:17]=3)[CH2:12][CH2:13]1)[CH3:2]. (3) Given the reactants [O:1]([C:8]1[CH:13]=[CH:12][CH:11]=[CH:10][C:9]=1[NH:14][S:15]([C:18]1[CH:26]=[CH:25][C:21]([C:22](O)=[O:23])=[CH:20][CH:19]=1)(=[O:17])=[O:16])[C:2]1[CH:7]=[CH:6][CH:5]=[CH:4][CH:3]=1.[CH3:27][O:28][C:29](=[O:40])[C@@H:30]([NH2:39])[CH2:31][C:32]1[CH:37]=[CH:36][C:35]([OH:38])=[CH:34][CH:33]=1, predict the reaction product. The product is: [CH3:27][O:28][C:29](=[O:40])[C@@H:30]([NH:39][C:22](=[O:23])[C:21]1[CH:20]=[CH:19][C:18]([S:15](=[O:16])(=[O:17])[NH:14][C:9]2[CH:10]=[CH:11][CH:12]=[CH:13][C:8]=2[O:1][C:2]2[CH:7]=[CH:6][CH:5]=[CH:4][CH:3]=2)=[CH:26][CH:25]=1)[CH2:31][C:32]1[CH:37]=[CH:36][C:35]([OH:38])=[CH:34][CH:33]=1. (4) Given the reactants [CH:1]1([CH:7]=O)[CH2:6][CH2:5][CH2:4][CH2:3][CH2:2]1.[CH3:9][O:10][CH:11]([O:15][CH3:16])[CH2:12][C:13]#[N:14].C[O-].[Na+], predict the reaction product. The product is: [CH3:9][O:10][CH:11]([O:15][CH3:16])[C:12](=[CH:7][CH:1]1[CH2:2][CH2:3][CH2:4][CH2:5][CH2:6]1)[C:13]#[N:14]. (5) Given the reactants Cl[C:2]1[C:11]2[C:6](=[CH:7][CH:8]=[CH:9][CH:10]=2)[CH:5]=[C:4]([NH:12][C:13]2[CH:17]=[CH:16][NH:15][N:14]=2)[N:3]=1.[F:18][C:19]([F:30])([F:29])[C:20]1[CH:25]=[CH:24][C:23](B(O)O)=[CH:22][CH:21]=1, predict the reaction product. The product is: [NH:15]1[CH:16]=[CH:17][C:13]([NH:12][C:4]2[N:3]=[C:2]([C:22]3[CH:23]=[CH:24][CH:25]=[C:20]([C:19]([F:30])([F:29])[F:18])[CH:21]=3)[C:11]3[C:6]([CH:5]=2)=[CH:7][CH:8]=[CH:9][CH:10]=3)=[N:14]1.